From a dataset of Forward reaction prediction with 1.9M reactions from USPTO patents (1976-2016). Predict the product of the given reaction. Given the reactants [Cl:1][C:2]1[CH:7]=[C:6]([Cl:8])[C:5]([O:9][CH3:10])=[CH:4][C:3]=1[NH:11][C:12]1[C:17]([C:18]#[N:19])=[CH:16][N:15]=[C:14]2[CH:20]=[C:21](I)[S:22][C:13]=12.C([Sn](CCCC)(CCCC)[C:29]1[CH:33]=[C:32]([CH:34]2[O:38][CH2:37][CH2:36][O:35]2)[S:31][CH:30]=1)CCC, predict the reaction product. The product is: [Cl:1][C:2]1[CH:7]=[C:6]([Cl:8])[C:5]([O:9][CH3:10])=[CH:4][C:3]=1[NH:11][C:12]1[C:17]([C:18]#[N:19])=[CH:16][N:15]=[C:14]2[CH:20]=[C:21]([C:29]3[CH:33]=[C:32]([CH:34]4[O:38][CH2:37][CH2:36][O:35]4)[S:31][CH:30]=3)[S:22][C:13]=12.